From a dataset of Reaction yield outcomes from USPTO patents with 853,638 reactions. Predict the reaction yield, written as a fraction of the theoretical maximum amount of product (1.0 means a 100% yield; for example, 0.34 means a 34% yield). (1) The reactants are [OH:1][C:2]([CH3:35])([CH3:34])[CH2:3][C@@:4]1([C:28]2[CH:33]=[CH:32][CH:31]=[CH:30][CH:29]=2)[O:9][C:8](=[O:10])[N:7]([C@H:11]([C:13]2[CH:18]=[CH:17][C:16](B3OC(C)(C)C(C)(C)O3)=[CH:15][CH:14]=2)[CH3:12])[CH2:6][CH2:5]1.Cl[C:37]1[N:42]=[CH:41][C:40]([C:43]2([C:46]([NH2:48])=[O:47])[CH2:45][CH2:44]2)=[CH:39][CH:38]=1. No catalyst specified. The product is [OH:1][C:2]([CH3:35])([CH3:34])[CH2:3][C@@:4]1([C:28]2[CH:33]=[CH:32][CH:31]=[CH:30][CH:29]=2)[O:9][C:8](=[O:10])[N:7]([C@H:11]([C:13]2[CH:18]=[CH:17][C:16]([C:37]3[N:42]=[CH:41][C:40]([C:43]4([C:46]([NH2:48])=[O:47])[CH2:45][CH2:44]4)=[CH:39][CH:38]=3)=[CH:15][CH:14]=2)[CH3:12])[CH2:6][CH2:5]1. The yield is 0.470. (2) The reactants are [N+:1]([C:4]1[CH:19]=[CH:18][C:7]([CH2:8][CH:9]([C:14](OC)=[O:15])[C:10](OC)=[O:11])=[CH:6][CH:5]=1)([O-:3])=[O:2].CO. The catalyst is O1CCCC1.[Cl-].[Na+].O. The product is [N+:1]([C:4]1[CH:5]=[CH:6][C:7]([CH2:8][CH:9]([CH2:10][OH:11])[CH2:14][OH:15])=[CH:18][CH:19]=1)([O-:3])=[O:2]. The yield is 0.740.